This data is from Forward reaction prediction with 1.9M reactions from USPTO patents (1976-2016). The task is: Predict the product of the given reaction. (1) Given the reactants [OH:1][C:2]1[CH:16]=[C:15]([CH3:17])[CH:14]=[CH:13][C:3]=1[O:4][C:5]1[CH:12]=[CH:11][C:8]([C:9]#[N:10])=[CH:7][CH:6]=1.[NH2:18][NH2:19], predict the reaction product. The product is: [NH2:18][NH:19][C:9](=[NH:10])[C:8]1[CH:7]=[CH:6][C:5]([O:4][C:3]2[CH:13]=[CH:14][C:15]([CH3:17])=[CH:16][C:2]=2[OH:1])=[CH:12][CH:11]=1. (2) Given the reactants C(N(CC)C(C)C)(C)C.[C:10](Cl)(=[O:13])[CH:11]=[CH2:12].[N:15]1[C:24]2[C:19](=[CH:20][CH:21]=[CH:22][CH:23]=2)[CH:18]=[C:17]([C:25]2[C:26]3[C:38]([NH2:39])=[N:37][CH:36]=[N:35][C:27]=3[N:28]3[C:33]=2[CH2:32][CH2:31][CH:30]([NH2:34])[CH2:29]3)[CH:16]=1.C(=O)(O)[O-].[Na+], predict the reaction product. The product is: [NH2:39][C:38]1[C:26]2[C:25]([C:17]3[CH:16]=[N:15][C:24]4[C:19]([CH:18]=3)=[CH:20][CH:21]=[CH:22][CH:23]=4)=[C:33]3[N:28]([C:27]=2[N:35]=[CH:36][N:37]=1)[CH2:29][CH:30]([NH:34][C:10](=[O:13])[CH:11]=[CH2:12])[CH2:31][CH2:32]3. (3) Given the reactants [C@H:1]12[CH2:6][C@H:5]1[CH2:4][C@@H:3]([CH2:7][NH:8][C:9]([C:11]1[CH:12]=[CH:13][CH:14]=[C:15]3[O:19][CH:18]=[CH:17][C:16]=13)=[O:10])[NH:2]2.[NH2:20][C:21]1[S:22][C:23]([C:29]2[CH:34]=[CH:33][CH:32]=[C:31]([F:35])[CH:30]=2)=[C:24]([C:26](O)=[O:27])[N:25]=1, predict the reaction product. The product is: [NH2:20][C:21]1[S:22][C:23]([C:29]2[CH:34]=[CH:33][CH:32]=[C:31]([F:35])[CH:30]=2)=[C:24]([C:26]([N:2]2[C@H:3]([CH2:7][NH:8][C:9]([C:11]3[CH:12]=[CH:13][CH:14]=[C:15]4[O:19][CH:18]=[CH:17][C:16]=34)=[O:10])[CH2:4][C@H:5]3[C@@H:1]2[CH2:6]3)=[O:27])[N:25]=1. (4) Given the reactants [S:1]([N:11]1[C:19]2[CH:18]=[CH:17][N:16]=[CH:15][C:14]=2[CH:13]=[CH:12]1)([C:4]1[CH:10]=[CH:9][C:7]([CH3:8])=[CH:6][CH:5]=1)(=[O:3])=[O:2].[Li]CCCC.[C:25](Cl)(=[O:29])[O:26][CH2:27][CH3:28].Cl, predict the reaction product. The product is: [S:1]([N:11]1[C:19]2[CH:18]=[CH:17][N:16]=[CH:15][C:14]=2[CH:13]=[C:12]1[C:25]([O:26][CH2:27][CH3:28])=[O:29])([C:4]1[CH:10]=[CH:9][C:7]([CH3:8])=[CH:6][CH:5]=1)(=[O:3])=[O:2]. (5) Given the reactants [CH3:1][CH:2]([C:4]1[CH2:13][CH2:12][C@H:11]2[C:6](=[CH:7][CH2:8][C@H:9]3[C@@:17]([C:19]([OH:21])=[O:20])([CH3:18])[CH2:16][CH2:15][CH2:14][C@@:10]32[CH3:22])[CH:5]=1)[CH3:3], predict the reaction product. The product is: [CH3:3][CH:2]([C:4]1[CH:13]=[CH:12][C:11]2[C@@:10]3([CH3:22])[CH2:14][CH2:15][CH2:16][C@:17]([C:19]([OH:21])=[O:20])([CH3:18])[C@@H:9]3[CH2:8][CH2:7][C:6]=2[CH:5]=1)[CH3:1]. (6) Given the reactants C(N(CC)C(C)C)(C)C.S(O)(=O)(=O)C.[NH2:15][C:16]1[C:25]([C:26]([NH:28][C:29]2[CH:30]=[N:31][CH:32]=[C:33]([F:44])[C:34]=2[N:35]2[CH2:40][CH2:39][CH:38]([C:41](O)=[O:42])[CH2:37][CH2:36]2)=[O:27])=[C:19]2[N:20]=[CH:21][C:22]([F:24])=[CH:23][N:18]2[N:17]=1.[O:45]1[CH2:48][CH:47]([N:49]2[CH2:54][CH2:53][NH:52][CH2:51][CH2:50]2)[CH2:46]1.F[B-](F)(F)F.ClC1C=CC2N=NN(OC(=[N+](C)C)N(C)C)C=2C=1, predict the reaction product. The product is: [NH2:15][C:16]1[C:25]([C:26]([NH:28][C:29]2[CH:30]=[N:31][CH:32]=[C:33]([F:44])[C:34]=2[N:35]2[CH2:40][CH2:39][CH:38]([C:41]([N:52]3[CH2:53][CH2:54][N:49]([CH:47]4[CH2:48][O:45][CH2:46]4)[CH2:50][CH2:51]3)=[O:42])[CH2:37][CH2:36]2)=[O:27])=[C:19]2[N:18]=[CH:23][C:22]([F:24])=[CH:21][N:20]2[N:17]=1. (7) Given the reactants [OH:1][C:2]1[C:7]([CH3:8])=[C:6]([CH3:9])[CH:5]=[C:4]([CH3:10])[C:3]=1[C:11](=[O:13])[CH3:12].[H-].[Na+].[CH2:16](Br)[C:17]1[CH:22]=[CH:21][CH:20]=[CH:19][CH:18]=1, predict the reaction product. The product is: [CH2:16]([O:1][C:2]1[C:7]([CH3:8])=[C:6]([CH3:9])[CH:5]=[C:4]([CH3:10])[C:3]=1[C:11](=[O:13])[CH3:12])[C:17]1[CH:22]=[CH:21][CH:20]=[CH:19][CH:18]=1. (8) Given the reactants [CH3:1][C:2]1[C:3]([NH2:7])=[N:4][NH:5][CH:6]=1.[C:8]1(=O)[C:12]2[CH:13]=[CH:14][CH:15]=[CH:16][C:11]=2[C:10](=[O:17])[O:9]1, predict the reaction product. The product is: [CH3:1][C:2]1[C:3]([N:7]2[C:8](=[O:9])[C:12]3[C:11](=[CH:16][CH:15]=[CH:14][CH:13]=3)[C:10]2=[O:17])=[N:4][NH:5][CH:6]=1.